This data is from Catalyst prediction with 721,799 reactions and 888 catalyst types from USPTO. The task is: Predict which catalyst facilitates the given reaction. (1) Reactant: [C:1]([O:5][C:6]([N:8]1[CH2:13][CH2:12][N:11]([C:14](=[O:26])[C:15]2[CH:20]=[CH:19][C:18](F)=[CH:17][C:16]=2[C:22]([F:25])([F:24])[F:23])[CH2:10][CH2:9]1)=[O:7])([CH3:4])([CH3:3])[CH3:2].[N:27]1([CH2:33][CH2:34][CH2:35][OH:36])[CH2:32][CH2:31][CH2:30][CH2:29][CH2:28]1.C[Si]([N-][Si](C)(C)C)(C)C.[K+]. Product: [C:1]([O:5][C:6]([N:8]1[CH2:13][CH2:12][N:11]([C:14](=[O:26])[C:15]2[CH:20]=[CH:19][C:18]([O:36][CH2:35][CH2:34][CH2:33][N:27]3[CH2:32][CH2:31][CH2:30][CH2:29][CH2:28]3)=[CH:17][C:16]=2[C:22]([F:25])([F:23])[F:24])[CH2:10][CH2:9]1)=[O:7])([CH3:3])([CH3:4])[CH3:2]. The catalyst class is: 16. (2) Reactant: [CH:1]1([NH:4][C:5]([C:7]2[N:8]=[N:9][N:10]([C:12]3[CH:17]=[CH:16][C:15]([C:18]([NH:20][CH2:21][CH3:22])=[O:19])=[CH:14][C:13]=3I)[CH:11]=2)=[O:6])[CH2:3][CH2:2]1.C(=O)([O-])[O-].[K+].[K+].[CH2:30]([C:34]1[CH:39]=[CH:38][CH:37]=[CH:36][CH:35]=1)[CH2:31][C:32]#[CH:33]. Product: [CH:1]1([NH:4][C:5]([C:7]2[N:8]=[N:9][N:10]([C:12]3[CH:17]=[CH:16][C:15]([C:18]([NH:20][CH2:21][CH3:22])=[O:19])=[CH:14][C:13]=3[C:33]#[C:32][CH2:31][CH2:30][C:34]3[CH:39]=[CH:38][CH:37]=[CH:36][CH:35]=3)[CH:11]=2)=[O:6])[CH2:3][CH2:2]1. The catalyst class is: 654. (3) Reactant: [OH-].[Na+].N1CCC[C@H]1C(O)=O.[CH3:11][O:12][N:13]=[C:14]1[CH2:18][N:17]([C:19]([C:21]2[CH:26]=[CH:25][C:24]([C:27]3[CH:32]=[CH:31][CH:30]=[CH:29][C:28]=3[CH3:33])=[CH:23][CH:22]=2)=[O:20])[C@H:16]([C:34]([O:36]C)=[O:35])[CH2:15]1.O1CCOCC1. Product: [CH3:11][O:12][N:13]=[C:14]1[CH2:18][N:17]([C:19]([C:21]2[CH:22]=[CH:23][C:24]([C:27]3[CH:32]=[CH:31][CH:30]=[CH:29][C:28]=3[CH3:33])=[CH:25][CH:26]=2)=[O:20])[C@H:16]([C:34]([OH:36])=[O:35])[CH2:15]1. The catalyst class is: 6. (4) Reactant: O.[C:2]1([CH3:12])[CH:7]=[CH:6][C:5]([S:8]([OH:11])(=[O:10])=[O:9])=[CH:4][CH:3]=1.[H][H]. Product: [CH3:12][C:2]1[CH:7]=[CH:6][C:5]([S:8]([OH:11])(=[O:10])=[O:9])=[CH:4][CH:3]=1. The catalyst class is: 43. (5) The catalyst class is: 248. Product: [F:17][C:13]1[C:12]2[C:11]3[C:16](=[CH:15][CH:14]=1)[NH:8][C:9](=[O:34])[C:10]=3[C:20]([C:22]1[NH:23][CH:24]=[CH:25][CH:26]=1)=[CH:19][C:18]=2[N:46]1[CH2:47][CH2:48][CH2:49][CH:44]([CH2:43][OH:42])[CH2:45]1. Reactant: C(OC([N:8]1[C:16]2[C:11](=[C:12]([C:18]#[C:19][C:20]([C:22]3[N:23](C(OC(C)(C)C)=O)[CH:24]=[CH:25][CH:26]=3)=O)[C:13]([F:17])=[CH:14][CH:15]=2)[CH:10]=[C:9]1[O:34]C(OC(C)(C)C)=O)=O)(C)(C)C.[OH:42][CH2:43][CH:44]1[CH2:49][CH2:48][CH2:47][NH:46][CH2:45]1.[H-].[Na+].